The task is: Binary Classification. Given a miRNA mature sequence and a target amino acid sequence, predict their likelihood of interaction.. This data is from Experimentally validated miRNA-target interactions with 360,000+ pairs, plus equal number of negative samples. The miRNA is mmu-miR-883a-3p with sequence UAACUGCAACAGCUCUCAGUAU. The protein sequence of the target gene is MSVSEIFVELQGFLAAEQDIREEIRKVVQSLEQTAREILTLLQGVHQGTGFQDIPKRCLKAREHFSTVKTHLTSLKTKFPAEQYYRFHEHWRFVLQRLVFLAAFVVYLETETLVTREAVTEILGIEPDREKGFHLDVEDYLSGVLILASELSRLSVNSVTAGDYSRPLHISTFINELDSGFRLLNLKNDSLRKRYDGLKYDVKKVEEVVYDLSIRGFNKETAAACGEK. Result: 1 (interaction).